From a dataset of NCI-60 drug combinations with 297,098 pairs across 59 cell lines. Regression. Given two drug SMILES strings and cell line genomic features, predict the synergy score measuring deviation from expected non-interaction effect. (1) Drug 1: CC1CCC2CC(C(=CC=CC=CC(CC(C(=O)C(C(C(=CC(C(=O)CC(OC(=O)C3CCCCN3C(=O)C(=O)C1(O2)O)C(C)CC4CCC(C(C4)OC)OCCO)C)C)O)OC)C)C)C)OC. Drug 2: CS(=O)(=O)CCNCC1=CC=C(O1)C2=CC3=C(C=C2)N=CN=C3NC4=CC(=C(C=C4)OCC5=CC(=CC=C5)F)Cl. Cell line: SNB-19. Synergy scores: CSS=5.97, Synergy_ZIP=13.8, Synergy_Bliss=16.5, Synergy_Loewe=6.24, Synergy_HSA=6.60. (2) Drug 2: N.N.Cl[Pt+2]Cl. Cell line: NCI-H460. Drug 1: CCCCC(=O)OCC(=O)C1(CC(C2=C(C1)C(=C3C(=C2O)C(=O)C4=C(C3=O)C=CC=C4OC)O)OC5CC(C(C(O5)C)O)NC(=O)C(F)(F)F)O. Synergy scores: CSS=75.4, Synergy_ZIP=1.81, Synergy_Bliss=1.44, Synergy_Loewe=-1.96, Synergy_HSA=3.75. (3) Drug 1: C1=CC=C(C(=C1)C(C2=CC=C(C=C2)Cl)C(Cl)Cl)Cl. Drug 2: CN(C(=O)NC(C=O)C(C(C(CO)O)O)O)N=O. Cell line: LOX IMVI. Synergy scores: CSS=1.27, Synergy_ZIP=-2.84, Synergy_Bliss=-3.64, Synergy_Loewe=-1.89, Synergy_HSA=-1.69. (4) Drug 1: CC(CN1CC(=O)NC(=O)C1)N2CC(=O)NC(=O)C2. Drug 2: CC1C(C(CC(O1)OC2CC(CC3=C2C(=C4C(=C3O)C(=O)C5=C(C4=O)C(=CC=C5)OC)O)(C(=O)C)O)N)O.Cl. Cell line: SK-MEL-5. Synergy scores: CSS=30.4, Synergy_ZIP=-2.55, Synergy_Bliss=11.7, Synergy_Loewe=2.40, Synergy_HSA=10.6. (5) Drug 1: CCCS(=O)(=O)NC1=C(C(=C(C=C1)F)C(=O)C2=CNC3=C2C=C(C=N3)C4=CC=C(C=C4)Cl)F. Drug 2: CC=C1C(=O)NC(C(=O)OC2CC(=O)NC(C(=O)NC(CSSCCC=C2)C(=O)N1)C(C)C)C(C)C. Cell line: A498. Synergy scores: CSS=23.8, Synergy_ZIP=-11.1, Synergy_Bliss=-8.57, Synergy_Loewe=-34.2, Synergy_HSA=-8.42. (6) Drug 1: CC1=CC2C(CCC3(C2CCC3(C(=O)C)OC(=O)C)C)C4(C1=CC(=O)CC4)C. Drug 2: CN(C(=O)NC(C=O)C(C(C(CO)O)O)O)N=O. Cell line: HCT-15. Synergy scores: CSS=-3.54, Synergy_ZIP=-0.0929, Synergy_Bliss=-0.427, Synergy_Loewe=-2.50, Synergy_HSA=-2.04. (7) Drug 1: CC1=C(C=C(C=C1)NC2=NC=CC(=N2)N(C)C3=CC4=NN(C(=C4C=C3)C)C)S(=O)(=O)N.Cl. Drug 2: CC1CCC2CC(C(=CC=CC=CC(CC(C(=O)C(C(C(=CC(C(=O)CC(OC(=O)C3CCCCN3C(=O)C(=O)C1(O2)O)C(C)CC4CCC(C(C4)OC)OCCO)C)C)O)OC)C)C)C)OC. Cell line: MDA-MB-231. Synergy scores: CSS=14.7, Synergy_ZIP=-4.24, Synergy_Bliss=-2.66, Synergy_Loewe=-1.17, Synergy_HSA=-0.879. (8) Drug 1: CN1CCC(CC1)COC2=C(C=C3C(=C2)N=CN=C3NC4=C(C=C(C=C4)Br)F)OC. Drug 2: CCC(=C(C1=CC=CC=C1)C2=CC=C(C=C2)OCCN(C)C)C3=CC=CC=C3.C(C(=O)O)C(CC(=O)O)(C(=O)O)O. Cell line: OVCAR3. Synergy scores: CSS=15.2, Synergy_ZIP=-2.80, Synergy_Bliss=5.02, Synergy_Loewe=-5.18, Synergy_HSA=4.11. (9) Drug 1: CN1CCC(CC1)COC2=C(C=C3C(=C2)N=CN=C3NC4=C(C=C(C=C4)Br)F)OC. Drug 2: CC1=C(C(CCC1)(C)C)C=CC(=CC=CC(=CC(=O)O)C)C. Cell line: NCI-H460. Synergy scores: CSS=11.4, Synergy_ZIP=-3.30, Synergy_Bliss=1.24, Synergy_Loewe=2.64, Synergy_HSA=3.13. (10) Drug 1: CC12CCC3C(C1CCC2=O)CC(=C)C4=CC(=O)C=CC34C. Drug 2: CC(CN1CC(=O)NC(=O)C1)N2CC(=O)NC(=O)C2. Cell line: UO-31. Synergy scores: CSS=36.1, Synergy_ZIP=1.29, Synergy_Bliss=2.27, Synergy_Loewe=5.12, Synergy_HSA=5.25.